This data is from NCI-60 drug combinations with 297,098 pairs across 59 cell lines. The task is: Regression. Given two drug SMILES strings and cell line genomic features, predict the synergy score measuring deviation from expected non-interaction effect. (1) Drug 1: CC(C)(C#N)C1=CC(=CC(=C1)CN2C=NC=N2)C(C)(C)C#N. Drug 2: CC(C)CN1C=NC2=C1C3=CC=CC=C3N=C2N. Cell line: CCRF-CEM. Synergy scores: CSS=-8.26, Synergy_ZIP=3.11, Synergy_Bliss=-2.13, Synergy_Loewe=-9.57, Synergy_HSA=-8.97. (2) Drug 1: C1=CC(=C2C(=C1NCCNCCO)C(=O)C3=C(C=CC(=C3C2=O)O)O)NCCNCCO. Drug 2: CC1=CC2C(CCC3(C2CCC3(C(=O)C)OC(=O)C)C)C4(C1=CC(=O)CC4)C. Cell line: MDA-MB-231. Synergy scores: CSS=28.3, Synergy_ZIP=7.46, Synergy_Bliss=4.95, Synergy_Loewe=-33.7, Synergy_HSA=-2.94. (3) Drug 1: CC1CCC2CC(C(=CC=CC=CC(CC(C(=O)C(C(C(=CC(C(=O)CC(OC(=O)C3CCCCN3C(=O)C(=O)C1(O2)O)C(C)CC4CCC(C(C4)OC)O)C)C)O)OC)C)C)C)OC. Drug 2: CNC(=O)C1=NC=CC(=C1)OC2=CC=C(C=C2)NC(=O)NC3=CC(=C(C=C3)Cl)C(F)(F)F. Cell line: OVCAR-5. Synergy scores: CSS=-2.80, Synergy_ZIP=0.926, Synergy_Bliss=1.38, Synergy_Loewe=-1.42, Synergy_HSA=-0.704. (4) Drug 1: C1CN1C2=NC(=NC(=N2)N3CC3)N4CC4. Drug 2: CC(C)(C#N)C1=CC(=CC(=C1)CN2C=NC=N2)C(C)(C)C#N. Cell line: NCI/ADR-RES. Synergy scores: CSS=38.5, Synergy_ZIP=4.37, Synergy_Bliss=7.52, Synergy_Loewe=1.84, Synergy_HSA=3.00. (5) Drug 1: CC1C(C(=O)NC(C(=O)N2CCCC2C(=O)N(CC(=O)N(C(C(=O)O1)C(C)C)C)C)C(C)C)NC(=O)C3=C4C(=C(C=C3)C)OC5=C(C(=O)C(=C(C5=N4)C(=O)NC6C(OC(=O)C(N(C(=O)CN(C(=O)C7CCCN7C(=O)C(NC6=O)C(C)C)C)C)C(C)C)C)N)C. Drug 2: C1C(C(OC1N2C=C(C(=O)NC2=O)F)CO)O. Cell line: SF-539. Synergy scores: CSS=30.0, Synergy_ZIP=-2.58, Synergy_Bliss=-6.66, Synergy_Loewe=-23.2, Synergy_HSA=-4.91.